From a dataset of CYP2C9 inhibition data for predicting drug metabolism from PubChem BioAssay. Regression/Classification. Given a drug SMILES string, predict its absorption, distribution, metabolism, or excretion properties. Task type varies by dataset: regression for continuous measurements (e.g., permeability, clearance, half-life) or binary classification for categorical outcomes (e.g., BBB penetration, CYP inhibition). Dataset: cyp2c9_veith. The compound is Cc1cc(N2C(=O)C(O)=C(C(=O)c3ccco3)C2c2ccc(O)cc2)no1. The result is 1 (inhibitor).